Dataset: NCI-60 drug combinations with 297,098 pairs across 59 cell lines. Task: Regression. Given two drug SMILES strings and cell line genomic features, predict the synergy score measuring deviation from expected non-interaction effect. Drug 1: CC1=C(C=C(C=C1)NC2=NC=CC(=N2)N(C)C3=CC4=NN(C(=C4C=C3)C)C)S(=O)(=O)N.Cl. Drug 2: C1CN1P(=S)(N2CC2)N3CC3. Cell line: U251. Synergy scores: CSS=14.3, Synergy_ZIP=-8.09, Synergy_Bliss=-6.72, Synergy_Loewe=-4.57, Synergy_HSA=-3.87.